This data is from Forward reaction prediction with 1.9M reactions from USPTO patents (1976-2016). The task is: Predict the product of the given reaction. (1) Given the reactants [N:1]1([CH2:7][C:8]2[CH:13]=[CH:12][C:11]([N:14]3[CH2:19][CH2:18][CH:17]([C:20]4[CH:28]=[CH:27][C:23]([C:24]([OH:26])=O)=[CH:22][CH:21]=4)[CH2:16][CH2:15]3)=[CH:10][CH:9]=2)[CH2:6][CH2:5][O:4][CH2:3][CH2:2]1.CN(C(ON1N=NC2C=CC=NC1=2)=[N+](C)C)C.F[P-](F)(F)(F)(F)F.CCN(C(C)C)C(C)C.[NH2:62][C@H:63]([C:67]([O:69][CH3:70])=[O:68])[C@@H:64]([CH3:66])[OH:65].Cl, predict the reaction product. The product is: [CH3:70][O:69][C:67](=[O:68])[C@@H:63]([NH:62][C:24](=[O:26])[C:23]1[CH:27]=[CH:28][C:20]([CH:17]2[CH2:18][CH2:19][N:14]([C:11]3[CH:12]=[CH:13][C:8]([CH2:7][N:1]4[CH2:2][CH2:3][O:4][CH2:5][CH2:6]4)=[CH:9][CH:10]=3)[CH2:15][CH2:16]2)=[CH:21][CH:22]=1)[C@H:64]([OH:65])[CH3:66]. (2) Given the reactants [CH3:1][O:2][C:3]1[CH:8]=[CH:7][C:6]([NH:9][C:10]2[C:19]3[C:14](=[CH:15][CH:16]=[C:17]([C:20](=[O:23])[NH:21][CH3:22])[CH:18]=3)[N:13]=[CH:12][C:11]=2[C:24]([OH:26])=[O:25])=[CH:5][CH:4]=1.C(N(CC)C(C)C)(C)C.Cl[CH2:37][N:38]([CH3:47])[C:39](=[O:46])[C:40]1[CH:45]=[CH:44][CH:43]=[CH:42][CH:41]=1, predict the reaction product. The product is: [CH3:1][O:2][C:3]1[CH:8]=[CH:7][C:6]([NH:9][C:10]2[C:19]3[C:14](=[CH:15][CH:16]=[C:17]([C:20](=[O:23])[NH:21][CH3:22])[CH:18]=3)[N:13]=[CH:12][C:11]=2[C:24]([O:26][CH2:37][N:38]([CH3:47])[C:39](=[O:46])[C:40]2[CH:41]=[CH:42][CH:43]=[CH:44][CH:45]=2)=[O:25])=[CH:5][CH:4]=1.